From a dataset of CYP2C19 inhibition data for predicting drug metabolism from PubChem BioAssay. Regression/Classification. Given a drug SMILES string, predict its absorption, distribution, metabolism, or excretion properties. Task type varies by dataset: regression for continuous measurements (e.g., permeability, clearance, half-life) or binary classification for categorical outcomes (e.g., BBB penetration, CYP inhibition). Dataset: cyp2c19_veith. (1) The drug is O=C(Oc1ccccc1)N1CCC2(CCCN(c3ccccc3)C2)CC1. The result is 1 (inhibitor). (2) The drug is C=CCC(NCc1ccco1)c1ccc(OC)cc1. The result is 1 (inhibitor). (3) The compound is Cc1cccc(NC(=S)Nc2ccc(Br)cc2)c1. The result is 1 (inhibitor). (4) The molecule is O=C(O)[C@@H]1[C@@H]2C[C@H]([C@@H](Br)[C@H]2N2C(=O)CCC2=O)[C@@H]1C(=O)O. The result is 0 (non-inhibitor). (5) The compound is Cc1nc2sc3c(c2c(=O)[nH]1)CCCC3. The result is 0 (non-inhibitor).